From a dataset of Full USPTO retrosynthesis dataset with 1.9M reactions from patents (1976-2016). Predict the reactants needed to synthesize the given product. (1) Given the product [F:24][C:20]1[CH:21]=[CH:22][CH:23]=[C:2]([F:1])[C:3]=1[CH2:4][O:5][C:6]1[C:7]2[N:8]([C:13]([C:17]([NH:31][C@H:26]([CH2:27][CH2:28][CH2:29][CH3:30])[CH3:25])=[O:18])=[C:14]([CH3:16])[N:15]=2)[CH:9]=[C:10]([CH3:12])[N:11]=1, predict the reactants needed to synthesize it. The reactants are: [F:1][C:2]1[CH:23]=[CH:22][CH:21]=[C:20]([F:24])[C:3]=1[CH2:4][O:5][C:6]1[C:7]2[N:8]([C:13]([C:17](O)=[O:18])=[C:14]([CH3:16])[N:15]=2)[CH:9]=[C:10]([CH3:12])[N:11]=1.[CH3:25][C@H:26]([NH2:31])[CH2:27][CH2:28][CH2:29][CH3:30].C(N(CC)C(C)C)(C)C.CN(C(ON1N=NC2C=CC=NC1=2)=[N+](C)C)C.F[P-](F)(F)(F)(F)F. (2) Given the product [Cl:1][C:2]1[CH:3]=[CH:4][C:5]([O:26][CH2:27][CH:28]([CH3:29])[CH3:30])=[C:6]([CH2:8][N:9]2[C:13]([CH3:14])=[CH:12][C:11]([C:15]([NH:17][C:18]3[CH:23]=[CH:22][C:21]([CH:24]=[O:34])=[CH:20][N:19]=3)=[O:16])=[N:10]2)[CH:7]=1, predict the reactants needed to synthesize it. The reactants are: [Cl:1][C:2]1[CH:3]=[CH:4][C:5]([O:26][CH2:27][CH:28]([CH3:30])[CH3:29])=[C:6]([CH2:8][N:9]2[C:13]([CH3:14])=[CH:12][C:11]([C:15]([NH:17][C:18]3[CH:23]=[CH:22][C:21]([CH:24]=C)=[CH:20][N:19]=3)=[O:16])=[N:10]2)[CH:7]=1.O.CC[O:34]C(C)=O. (3) Given the product [CH3:28][O:29][C:15]([C:2]1([CH3:1])[CH2:11][CH2:10][C:9]2[C:4](=[C:5]([CH3:14])[CH:6]=[C:7]([O:24][C:17](=[O:25])[C:18]3[CH:23]=[CH:22][CH:21]=[CH:20][CH:19]=3)[C:8]=2[CH3:12])[O:3]1)=[O:16], predict the reactants needed to synthesize it. The reactants are: [CH3:1][C:2]1([CH2:15][OH:16])[CH2:11][CH2:10][C:9]2[C:4](=[C:5]([CH3:14])[CH:6]=[C:7](O)[C:8]=2[CH3:12])[O:3]1.[C:17]([OH:25])(=[O:24])[C:18]1[CH:23]=[CH:22][CH:21]=[CH:20][CH:19]=1.CC1C(C)=C(O)C=C[C:28]=1[OH:29].C(OC)(=O)C(C)=C.C=O.C(NCCCC)CCC.[H-].[Al+3].[Li+].[H-].[H-].[H-]. (4) Given the product [CH2:5]([O:4][C:2](=[O:3])[NH:7][C:8]1[CH:9]=[CH:10][C:11]([O:14][C:15]2[C:16]([CH:30]3[CH2:34][CH2:33][CH2:32][N:31]3[C:35](=[O:37])[CH3:36])=[CH:17][C:18]3[NH:22][C:21]([C:23]4[CH:28]=[CH:27][CH:26]=[CH:25][N:24]=4)=[N:20][C:19]=3[CH:29]=2)=[CH:12][N:13]=1)[CH3:6], predict the reactants needed to synthesize it. The reactants are: Cl[C:2]([O:4][CH2:5][CH3:6])=[O:3].[NH2:7][C:8]1[N:13]=[CH:12][C:11]([O:14][C:15]2[C:16]([CH:30]3[CH2:34][CH2:33][CH2:32][N:31]3[C:35](=[O:37])[CH3:36])=[CH:17][C:18]3[NH:22][C:21]([C:23]4[CH:28]=[CH:27][CH:26]=[CH:25][N:24]=4)=[N:20][C:19]=3[CH:29]=2)=[CH:10][CH:9]=1. (5) Given the product [NH2:1][C@H:2]1[C:7]([F:9])([F:8])[CH2:6][CH2:5][CH2:4][C@H:3]1[NH:10][C:11]1[CH:12]=[C:13]([NH:27][C:25]2[S:24][N:23]=[C:22]([CH3:21])[CH:26]=2)[C:14]([C:17]([NH2:18])=[O:28])=[N:15][CH:16]=1, predict the reactants needed to synthesize it. The reactants are: [NH2:1][C@H:2]1[C:7]([F:9])([F:8])[CH2:6][CH2:5][CH2:4][C@H:3]1[NH:10][C:11]1[CH:12]=[C:13](Br)[C:14]([C:17]#[N:18])=[N:15][CH:16]=1.Cl.[CH3:21][C:22]1[CH:26]=[C:25]([NH2:27])[S:24][N:23]=1.[O:28](C1C=CC=CC=1)[Na].O.O.O.CC1(C)C2C(=C(P(C3C=CC=CC=3)C3C=CC=CC=3)C=CC=2)OC2C(P(C3C=CC=CC=3)C3C=CC=CC=3)=CC=CC1=2. (6) Given the product [CH2:1]([O:3][C:4]([C:5]1[S:22][C:20]([CH3:21])=[N:23][C:6]=1[C:7]1[CH:12]=[CH:11][CH:10]=[C:9]([C:13]([F:16])([F:15])[F:14])[CH:8]=1)=[O:19])[CH3:2], predict the reactants needed to synthesize it. The reactants are: [CH2:1]([O:3][C:4](=[O:19])[CH:5](Cl)[C:6](=O)[C:7]1[CH:12]=[CH:11][CH:10]=[C:9]([C:13]([F:16])([F:15])[F:14])[CH:8]=1)[CH3:2].[C:20]([NH2:23])(=[S:22])[CH3:21]. (7) The reactants are: [O:1]1[C:5]2[CH:6]=[CH:7][C:8]([C:10]([OH:12])=O)=[CH:9][C:4]=2[CH2:3][CH2:2]1.CO.O.[NH2:16][NH2:17]. Given the product [O:1]1[C:5]2[CH:6]=[CH:7][C:8]([C:10]([NH:16][NH2:17])=[O:12])=[CH:9][C:4]=2[CH2:3][CH2:2]1, predict the reactants needed to synthesize it. (8) Given the product [OH:1][CH2:2][C@@H:3]([CH2:7][CH2:8][CH2:9][CH3:10])[C:4]([NH:20][O:19][CH2:12][C:13]1[CH:18]=[CH:17][CH:16]=[CH:15][CH:14]=1)=[O:6], predict the reactants needed to synthesize it. The reactants are: [OH:1][CH2:2][C@@H:3]([CH2:7][CH2:8][CH2:9][CH3:10])[C:4]([OH:6])=O.Cl.[CH2:12]([O:19][NH2:20])[C:13]1[CH:18]=[CH:17][CH:16]=[CH:15][CH:14]=1.[OH-].[Na+].Cl.CN(C)CCCN=C=NCC. (9) Given the product [NH2:19][C:4]1[CH:5]=[C:6]([C:9]2[S:10][C:11]3[CH:17]([OH:18])[CH2:16][CH2:15][CH2:14][C:12]=3[N:13]=2)[CH:7]=[CH:8][C:3]=1[N:2]([CH3:22])[CH3:1].[CH3:25][O:26][CH:17]1[C:11]2[S:10][C:9]([C:6]3[CH:5]=[C:4]([NH2:19])[C:3]([N:2]([CH3:1])[CH3:22])=[CH:8][CH:7]=3)=[N:13][C:12]=2[CH2:14][CH2:15][CH2:16]1, predict the reactants needed to synthesize it. The reactants are: [CH3:1][N:2]([CH3:22])[C:3]1[CH:8]=[CH:7][C:6]([C:9]2[S:10][C:11]3[CH:17]([OH:18])[CH2:16][CH2:15][CH2:14][C:12]=3[N:13]=2)=[CH:5][C:4]=1[N+:19]([O-])=O.NN.[CH3:25][OH:26].